Dataset: Forward reaction prediction with 1.9M reactions from USPTO patents (1976-2016). Task: Predict the product of the given reaction. (1) The product is: [C:23]([O:1][C:2]12[C:20]3[C:15](=[CH:16][CH:17]=[CH:18][CH:19]=3)[C:14](=[O:21])[C:3]1([OH:22])[C:4]1[CH:5]=[CH:6][C:7]([CH:11]([CH3:12])[CH3:13])=[CH:8][C:9]=1[O:10]2)(=[O:26])[CH:24]=[CH2:25]. Given the reactants [OH:1][C:2]12[C:20]3[C:15](=[CH:16][CH:17]=[CH:18][CH:19]=3)[C:14](=[O:21])[C:3]1([OH:22])[C:4]1[C:9]([O:10]2)=[CH:8][C:7]([CH:11]([CH3:13])[CH3:12])=[CH:6][CH:5]=1.[C:23](Cl)(=[O:26])[CH:24]=[CH2:25].CN(C)C, predict the reaction product. (2) Given the reactants [CH3:1][S:2][C:3]1[CH:4]=[C:5]([NH:9][CH:10]=[C:11]([N+:14]([O-:16])=[O:15])[CH:12]=O)[CH:6]=[CH:7][CH:8]=1.Cl.CSC1C=C(N)C=CC=1.C1(S)C=CC=CC=1, predict the reaction product. The product is: [CH3:1][S:2][C:3]1[CH:4]=[C:5]2[C:6]([CH:12]=[C:11]([N+:14]([O-:16])=[O:15])[CH:10]=[N:9]2)=[CH:7][CH:8]=1. (3) Given the reactants [NH:1]([C:8]1[S:9][C:10]([C:13]([OH:15])=O)=[CH:11][N:12]=1)[C:2]1[CH:7]=[CH:6][CH:5]=[CH:4][CH:3]=1.Cl.CN(C)[CH2:19][CH2:20][CH2:21][N:22]=C=NCC.ON1[C:33]2N=C[CH:36]=[CH:37][C:32]=2N=N1.Cl.CNC.C(N(CC)C(C)C)(C)C, predict the reaction product. The product is: [NH:1]([C:8]1[S:9][C:10]([C:13]([NH:22][CH2:21][C:20]2[CH:19]=[CH:36][CH:37]=[CH:32][CH:33]=2)=[O:15])=[CH:11][N:12]=1)[C:2]1[CH:3]=[CH:4][CH:5]=[CH:6][CH:7]=1. (4) Given the reactants C([O:8][CH2:9][CH2:10][N:11]1[C:15]([CH3:16])=[C:14]([CH2:17][C:18]2[CH:23]=[CH:22][C:21]([CH2:24][CH3:25])=[CH:20][CH:19]=2)[C:13]([O:26][C@@H:27]2[O:35][C@H:34]([CH2:36][OH:37])[C@@H:32]([OH:33])[C@H:30]([OH:31])[C@H:28]2[OH:29])=[N:12]1)C1C=CC=CC=1, predict the reaction product. The product is: [CH2:24]([C:21]1[CH:20]=[CH:19][C:18]([CH2:17][C:14]2[C:13]([O:26][C@@H:27]3[O:35][C@H:34]([CH2:36][OH:37])[C@@H:32]([OH:33])[C@H:30]([OH:31])[C@H:28]3[OH:29])=[N:12][N:11]([CH2:10][CH2:9][OH:8])[C:15]=2[CH3:16])=[CH:23][CH:22]=1)[CH3:25]. (5) Given the reactants [Cl:1][CH2:2][C:3]([C:5]1[N:6]([CH3:10])[CH:7]=[CH:8][CH:9]=1)=[O:4].[Al+3].[Cl-].[Cl-].[Cl-].[Cl:15][C:16]1[CH:24]=[CH:23][C:19]([C:20](Cl)=[O:21])=[CH:18][CH:17]=1, predict the reaction product. The product is: [Cl:1][CH2:2][C:3]([C:5]1[N:6]([CH3:10])[CH:7]=[C:8]([C:20](=[O:21])[C:19]2[CH:23]=[CH:24][C:16]([Cl:15])=[CH:17][CH:18]=2)[CH:9]=1)=[O:4].